From a dataset of Full USPTO retrosynthesis dataset with 1.9M reactions from patents (1976-2016). Predict the reactants needed to synthesize the given product. (1) Given the product [C:26]([C:25]1[CH:24]=[C:23]([CH:31]=[CH:30][CH:29]=1)[CH2:22][O:21][C:20]1[CH:32]=[C:16]([O:15][CH2:14][C:13]2[CH:35]=[CH:36][CH:37]=[C:11]([C:8]3[CH:9]=[CH:10][C:2]4[O:1][CH2:6][CH2:5][O:4][C:3]=4[CH:7]=3)[C:12]=2[CH3:38])[CH:17]=[CH:18][C:19]=1[CH2:33][NH:39][C@H:40]([CH2:41][OH:42])[C:43]([OH:45])=[O:44])(=[O:27])[NH2:28], predict the reactants needed to synthesize it. The reactants are: [O:1]1[CH2:6][CH2:5][O:4][C:3]2[CH:7]=[C:8]([C:11]3[C:12]([CH3:38])=[C:13]([CH:35]=[CH:36][CH:37]=3)[CH2:14][O:15][C:16]3[CH:17]=[CH:18][C:19]([CH:33]=O)=[C:20]([CH:32]=3)[O:21][CH2:22][C:23]3[CH:24]=[C:25]([CH:29]=[CH:30][CH:31]=3)[C:26]([NH2:28])=[O:27])[CH:9]=[CH:10][C:2]1=2.[NH2:39][C@@H:40]([C:43]([OH:45])=[O:44])[CH2:41][OH:42].C([BH3-])#N.[Na+]. (2) Given the product [F:22][C:23]1[CH:30]=[C:29]([CH3:31])[CH:28]=[CH:27][C:24]=1/[CH:25]=[CH:16]/[C:17]([O:19][CH2:20][CH3:21])=[O:18], predict the reactants needed to synthesize it. The reactants are: [H-].[Na+].C1COCC1.C(OP([CH2:16][C:17]([O:19][CH2:20][CH3:21])=[O:18])(OCC)=O)C.[F:22][C:23]1[CH:30]=[C:29]([CH3:31])[CH:28]=[CH:27][C:24]=1[CH:25]=O. (3) Given the product [OH:18][C:12]1[CH:11]=[C:10]2[C:15]([C:16](=[O:17])[C:7]([O:6][C:5]3[CH:23]=[CH:24][C:2]([OH:29])=[C:3]([N+:25]([O-:27])=[O:26])[CH:4]=3)=[C:8]([C:19]([F:22])([F:20])[F:21])[O:9]2)=[CH:14][CH:13]=1, predict the reactants needed to synthesize it. The reactants are: F[C:2]1[CH:24]=[CH:23][C:5]([O:6][C:7]2[C:16](=[O:17])[C:15]3[C:10](=[CH:11][C:12]([OH:18])=[CH:13][CH:14]=3)[O:9][C:8]=2[C:19]([F:22])([F:21])[F:20])=[CH:4][C:3]=1[N+:25]([O-:27])=[O:26].C(OC(C(F)(F)F)=O)(C(F)(F)F)=[O:29]. (4) Given the product [F:1][C:2]1[CH:23]=[C:22]([N+:24]([O-:26])=[O:25])[CH:21]=[CH:20][C:3]=1[O:4][C:5]1[CH:10]=[CH:9][N:8]=[C:7]2[CH:11]=[C:12]([C:14]([N:16]([CH3:28])[N:17]([CH3:19])[CH3:18])=[O:15])[S:13][C:6]=12, predict the reactants needed to synthesize it. The reactants are: [F:1][C:2]1[CH:23]=[C:22]([N+:24]([O-:26])=[O:25])[CH:21]=[CH:20][C:3]=1[O:4][C:5]1[CH:10]=[CH:9][N:8]=[C:7]2[CH:11]=[C:12]([C:14]([NH:16][N:17]([CH3:19])[CH3:18])=[O:15])[S:13][C:6]=12.Cl[C:28]1C=CN=C2C=C(C(N(C)N(C)C)=O)SC=12. (5) Given the product [CH:1]([C:2]1[N:11]=[CH:10][CH:9]=[C:8]2[C:3]=1[CH:4]=[C:5]([C:30]1[CH:35]=[CH:34][CH:33]=[CH:32][CH:31]=1)[C:6]([C:12]1[CH:13]=[CH:14][C:15]([C:18]3([NH:22][C:23](=[O:29])[O:24][C:25]([CH3:28])([CH3:26])[CH3:27])[CH2:21][CH2:20][CH2:19]3)=[CH:16][CH:17]=1)=[N:7]2)=[O:37], predict the reactants needed to synthesize it. The reactants are: [CH3:1][C:2]1[N:11]=[CH:10][CH:9]=[C:8]2[C:3]=1[CH:4]=[C:5]([C:30]1[CH:35]=[CH:34][CH:33]=[CH:32][CH:31]=1)[C:6]([C:12]1[CH:17]=[CH:16][C:15]([C:18]3([NH:22][C:23](=[O:29])[O:24][C:25]([CH3:28])([CH3:27])[CH3:26])[CH2:21][CH2:20][CH2:19]3)=[CH:14][CH:13]=1)=[N:7]2.[Se](=O)=[O:37].O. (6) Given the product [CH2:22]([N:29]1[CH2:34][CH2:33][N:32]([C:2]2[CH:3]=[CH:4][C:5]3[O:9][C:8]([C:10]4[CH:15]=[CH:14][C:13]([S:16]([CH3:19])(=[O:18])=[O:17])=[CH:12][C:11]=4[F:20])=[N:7][C:6]=3[CH:21]=2)[CH2:31][CH2:30]1)[C:23]1[CH:24]=[CH:25][CH:26]=[CH:27][CH:28]=1, predict the reactants needed to synthesize it. The reactants are: Br[C:2]1[CH:3]=[CH:4][C:5]2[O:9][C:8]([C:10]3[CH:15]=[CH:14][C:13]([S:16]([CH3:19])(=[O:18])=[O:17])=[CH:12][C:11]=3[F:20])=[N:7][C:6]=2[CH:21]=1.[CH2:22]([N:29]1[CH2:34][CH2:33][NH:32][CH2:31][CH2:30]1)[C:23]1[CH:28]=[CH:27][CH:26]=[CH:25][CH:24]=1.C([O-])([O-])=O.[K+].[K+].C(CC(=O)C)(=O)C. (7) Given the product [CH2:27]([O:34][C:35]1[CH:36]=[CH:37][C:38]([CH:39]=[N:1][C:2]2[S:3][CH:4]=[C:5]([CH2:7][C:8]([NH:10][C:11]3[C:19]4[C:14](=[CH:15][CH:16]=[C:17]([N:20]5[CH2:24][CH2:23][CH2:22][S:21]5(=[O:26])=[O:25])[CH:18]=4)[NH:13][N:12]=3)=[O:9])[N:6]=2)=[CH:41][CH:42]=1)[C:28]1[CH:29]=[CH:30][CH:31]=[CH:32][CH:33]=1, predict the reactants needed to synthesize it. The reactants are: [NH2:1][C:2]1[S:3][CH:4]=[C:5]([CH2:7][C:8]([NH:10][C:11]2[C:19]3[C:14](=[CH:15][CH:16]=[C:17]([N:20]4[CH2:24][CH2:23][CH2:22][S:21]4(=[O:26])=[O:25])[CH:18]=3)[NH:13][N:12]=2)=[O:9])[N:6]=1.[CH2:27]([O:34][C:35]1[CH:42]=[CH:41][C:38]([CH:39]=O)=[CH:37][CH:36]=1)[C:28]1[CH:33]=[CH:32][CH:31]=[CH:30][CH:29]=1.C(O[BH-](OC(=O)C)OC(=O)C)(=O)C.[Na+].C(O)(=O)C.